From a dataset of Forward reaction prediction with 1.9M reactions from USPTO patents (1976-2016). Predict the product of the given reaction. (1) Given the reactants [CH2:1]([N:8]1[C:12]2[CH:13]=[C:14](Cl)[C:15]3[N:16]([C:17]([CH3:20])=[N:18][N:19]=3)[C:11]=2[CH:10]=[C:9]1[CH3:22])[C:2]1[CH:7]=[CH:6][CH:5]=[CH:4][CH:3]=1.[CH2:23]([CH2:25][NH2:26])[OH:24].C([O-])([O-])=O.[Cs+].[Cs+], predict the reaction product. The product is: [CH2:1]([N:8]1[C:12]2[CH:13]=[C:14]([NH:26][CH2:25][CH2:23][OH:24])[C:15]3[N:16]([C:17]([CH3:20])=[N:18][N:19]=3)[C:11]=2[CH:10]=[C:9]1[CH3:22])[C:2]1[CH:7]=[CH:6][CH:5]=[CH:4][CH:3]=1. (2) Given the reactants [F:1][C:2]1[CH:7]=[CH:6][C:5]([C:8]2[N:9]=[CH:10][N:11]3[CH:16]=[C:15]4[C:17]5([CH2:27][C:28]6[CH:33]=[CH:32][CH:31]=[CH:30][N:29]=6)[CH2:25][CH2:24][C:23](=[O:26])[CH2:22][CH:18]5[CH2:19][CH2:20][CH2:21][C:14]4=[CH:13][C:12]=23)=[CH:4][CH:3]=1.[F-].[Cs+].C[Si](C)(C)[C:38]([F:41])([F:40])[F:39].CCCC[N+](CCCC)(CCCC)CCCC.[F-], predict the reaction product. The product is: [F:1][C:2]1[CH:7]=[CH:6][C:5]([C:8]2[N:9]=[CH:10][N:11]3[CH:16]=[C:15]4[C:17]5([CH2:27][C:28]6[CH:33]=[CH:32][CH:31]=[CH:30][N:29]=6)[CH2:25][CH2:24][C:23]([C:38]([F:41])([F:40])[F:39])([OH:26])[CH2:22][CH:18]5[CH2:19][CH2:20][CH2:21][C:14]4=[CH:13][C:12]=23)=[CH:4][CH:3]=1.